From a dataset of Reaction yield outcomes from USPTO patents with 853,638 reactions. Predict the reaction yield, written as a fraction of the theoretical maximum amount of product (1.0 means a 100% yield; for example, 0.34 means a 34% yield). (1) The yield is 0.750. The reactants are [CH:1]([C:3]1[CH:8]=[CH:7][C:6]([NH:9][N:10]2[C:18](=[O:19])[C:17]3[C:12](=[CH:13][CH:14]=[CH:15][CH:16]=3)[C:11]2=[O:20])=[CH:5][CH:4]=1)=[CH2:2].N1C=CC=CC=1C1C=CC=CN=1.Br[CH:34]([C:39]1[CH:40]=[C:41]([Cl:47])[C:42]([Cl:46])=[C:43]([Cl:45])[CH:44]=1)[C:35]([F:38])([F:37])[F:36]. The catalyst is ClC1C=CC=CC=1Cl.Cl[Cu]. The product is [F:38][C:35]([F:36])([F:37])[CH:34]([C:39]1[CH:40]=[C:41]([Cl:47])[C:42]([Cl:46])=[C:43]([Cl:45])[CH:44]=1)/[CH:2]=[CH:1]/[C:3]1[CH:4]=[CH:5][C:6]([NH:9][N:10]2[C:18](=[O:19])[C:17]3[C:12](=[CH:13][CH:14]=[CH:15][CH:16]=3)[C:11]2=[O:20])=[CH:7][CH:8]=1. (2) The reactants are [C:1]([O:5][C:6]([NH:8][C@H:9]1[CH2:14][CH2:13][CH2:12][CH2:11][C@H:10]1[NH:15][C:16]1[N:21]=[C:20]([CH3:22])[C:19]([C:23](OC)=[O:24])=[C:18]([NH:27][C:28]2[CH:29]=[C:30]([CH3:34])[CH:31]=[CH:32][CH:33]=2)[N:17]=1)=[O:7])([CH3:4])([CH3:3])[CH3:2].[Se](=O)=O.[CH3:38][O:39][C:40]1[CH:45]=[C:44]([O:46][CH3:47])[CH:43]=[CH:42][C:41]=1[CH2:48][NH2:49].C([BH3-])#N.[Na+]. The catalyst is O1CCOCC1.CO. The product is [CH3:38][O:39][C:40]1[CH:45]=[C:44]([O:46][CH3:47])[CH:43]=[CH:42][C:41]=1[CH2:48][N:49]1[C:23](=[O:24])[C:19]2[C:18]([NH:27][C:28]3[CH:29]=[C:30]([CH3:34])[CH:31]=[CH:32][CH:33]=3)=[N:17][C:16]([NH:15][C@@H:10]3[CH2:11][CH2:12][CH2:13][CH2:14][C@@H:9]3[NH:8][C:6](=[O:7])[O:5][C:1]([CH3:3])([CH3:4])[CH3:2])=[N:21][C:20]=2[CH2:22]1. The yield is 0.370. (3) The reactants are [Br:1][C:2]1[CH:21]=[CH:20][C:5]2[C:6]([CH3:19])=[C:7]([C:9]([C:11]3[CH:16]=[CH:15][C:14]([Cl:17])=[CH:13][C:12]=3[Cl:18])=[O:10])[O:8][C:4]=2[CH:3]=1.[Br:22]N1C(=O)CCC1=O.N(C(C)(C)C#N)=NC(C)(C)C#N. The catalyst is C(Cl)(Cl)(Cl)Cl. The product is [Br:1][C:2]1[CH:21]=[CH:20][C:5]2[C:6]([CH2:19][Br:22])=[C:7]([C:9]([C:11]3[CH:16]=[CH:15][C:14]([Cl:17])=[CH:13][C:12]=3[Cl:18])=[O:10])[O:8][C:4]=2[CH:3]=1. The yield is 0.789.